This data is from Forward reaction prediction with 1.9M reactions from USPTO patents (1976-2016). The task is: Predict the product of the given reaction. (1) Given the reactants [C:1]([O:5][C:6](=[O:22])[NH:7][C:8]1[CH:13]=[C:12](Cl)[C:11]([C:15]([F:18])([F:17])[F:16])=[CH:10][C:9]=1[N+:19]([O-:21])=[O:20])([CH3:4])([CH3:3])[CH3:2].[CH3:23]B1OB(C)OB(C)O1, predict the reaction product. The product is: [C:1]([O:5][C:6](=[O:22])[NH:7][C:8]1[CH:13]=[C:12]([CH3:23])[C:11]([C:15]([F:18])([F:17])[F:16])=[CH:10][C:9]=1[N+:19]([O-:21])=[O:20])([CH3:4])([CH3:3])[CH3:2]. (2) Given the reactants [CH:1]1([C:5]2[C:10]([OH:11])=[C:9]([F:12])[C:8]([C:13]3[CH:22]=[N:21][C:20]4[NH:19][CH2:18][CH2:17][O:16][C:15]=4[CH:14]=3)=[CH:7][CH:6]=2)[CH2:4][CH2:3][CH2:2]1.Br[CH2:24][C:25]1[CH:33]=[CH:32][C:28]([C:29]([NH2:31])=[O:30])=[CH:27][CH:26]=1, predict the reaction product. The product is: [CH:1]1([C:5]2[C:10]([O:11][CH2:24][C:25]3[CH:33]=[CH:32][C:28]([C:29]([NH2:31])=[O:30])=[CH:27][CH:26]=3)=[C:9]([F:12])[C:8]([C:13]3[CH:22]=[N:21][C:20]4[NH:19][CH2:18][CH2:17][O:16][C:15]=4[CH:14]=3)=[CH:7][CH:6]=2)[CH2:2][CH2:3][CH2:4]1. (3) Given the reactants C([O:8][C:9]1[CH:14]=[CH:13][C:12]([CH2:15][CH:16]([NH:22][C:23]2[CH:28]=[CH:27][CH:26]=[CH:25][CH:24]=2)[C:17]([O:19][CH2:20][CH3:21])=[O:18])=[CH:11][CH:10]=1)C1C=CC=CC=1, predict the reaction product. The product is: [OH:8][C:9]1[CH:10]=[CH:11][C:12]([CH2:15][CH:16]([NH:22][C:23]2[CH:24]=[CH:25][CH:26]=[CH:27][CH:28]=2)[C:17]([O:19][CH2:20][CH3:21])=[O:18])=[CH:13][CH:14]=1.